This data is from Catalyst prediction with 721,799 reactions and 888 catalyst types from USPTO. The task is: Predict which catalyst facilitates the given reaction. (1) Reactant: Cl.[NH2:2][C:3]1[C:8]([OH:9])=[CH:7][N:6]=[C:5](/[CH:10]=[CH:11]/[C:12]2[CH:17]=[CH:16][CH:15]=[CH:14][CH:13]=2)[N:4]=1.[CH3:18][C:19](C)([O-:21])C.[K+].BrCC(OCC)=O. Product: [C:12]1(/[CH:11]=[CH:10]/[C:5]2[NH:4][C:3]3[C:8]([O:9][CH2:18][C:19](=[O:21])[N:2]=3)=[CH:7][N:6]=2)[CH:17]=[CH:16][CH:15]=[CH:14][CH:13]=1. The catalyst class is: 8. (2) Reactant: COC1C=C(OC)C=CC=1C[N:6]([C:31]1[S:32][CH:33]=[CH:34][N:35]=1)[S:7]([C:10]1[CH:11]=[C:12]2[C:17](=[CH:18][CH:19]=1)[C:16]([C:20]1[CH:25]=[CH:24][C:23]([C:26]([F:29])([F:28])[F:27])=[CH:22][C:21]=1[F:30])=[N:15][CH:14]=[CH:13]2)(=[O:9])=[O:8].C(O)(C(F)(F)F)=O. Product: [F:30][C:21]1[CH:22]=[C:23]([C:26]([F:27])([F:29])[F:28])[CH:24]=[CH:25][C:20]=1[C:16]1[C:17]2[C:12](=[CH:11][C:10]([S:7]([NH:6][C:31]3[S:32][CH:33]=[CH:34][N:35]=3)(=[O:9])=[O:8])=[CH:19][CH:18]=2)[CH:13]=[CH:14][N:15]=1. The catalyst class is: 2. (3) Reactant: [C:1]([C:4]1[C:5](=[O:15])[O:6][C:7]2[CH:14]=[CH:13][CH:12]=[CH:11][C:8]=2[C:9]=1[OH:10])(=[O:3])[CH3:2].[CH3:16][O:17][CH2:18][C:19]([NH:21][C:22]1[CH:23]=[C:24]([CH:27]=[CH:28][CH:29]=1)[CH:25]=O)=[O:20].N1CCCCC1.O. Product: [OH:10][C:9]1[C:8]2[CH:11]=[CH:12][CH:13]=[CH:14][C:7]=2[O:6][C:5](=[O:15])[C:4]=1[C:1](=[O:3])[CH:2]=[CH:25][C:24]1[CH:27]=[CH:28][CH:29]=[C:22]([NH:21][C:19](=[O:20])[CH2:18][O:17][CH3:16])[CH:23]=1. The catalyst class is: 22. (4) Reactant: [OH:1][C:2]1[C:3]([C:12]([NH:14][NH2:15])=[O:13])=[CH:4][C:5]2[C:10]([CH:11]=1)=[CH:9][CH:8]=[CH:7][CH:6]=2.[N+:16]([C:19]1[O:23][C:22](/[CH:24]=[CH:25]/[CH:26]=O)=[CH:21][CH:20]=1)([O-:18])=[O:17]. Product: [OH:1][C:2]1[C:3]([C:12]([NH:14]/[N:15]=[CH:26]/[CH:25]=[CH:24]/[C:22]2[O:23][C:19]([N+:16]([O-:18])=[O:17])=[CH:20][CH:21]=2)=[O:13])=[CH:4][C:5]2[C:10]([CH:11]=1)=[CH:9][CH:8]=[CH:7][CH:6]=2. The catalyst class is: 15. (5) Reactant: [C:1]([C:5]1[CH:6]=[C:7]([OH:15])[CH:8]=[C:9]([C:11]([CH3:14])([CH3:13])[CH3:12])[CH:10]=1)([CH3:4])([CH3:3])[CH3:2].C(N(CC)CC)C.[CH3:23][S:24](Cl)(=[O:26])=[O:25]. Product: [CH3:23][S:24]([O:15][C:7]1[CH:6]=[C:5]([C:1]([CH3:4])([CH3:3])[CH3:2])[CH:10]=[C:9]([C:11]([CH3:14])([CH3:13])[CH3:12])[CH:8]=1)(=[O:26])=[O:25]. The catalyst class is: 11. (6) Reactant: CN(C(ON1N=NC2C=CC=NC1=2)=[N+](C)C)C.F[P-](F)(F)(F)(F)F.[Cl:25][C:26]1[CH:27]=[N:28][CH:29]=[C:30]([Cl:55])[C:31]=1[NH:32][C:33]1[C:42]2[C:37](=[C:38]([O:45][CH2:46][CH2:47][CH2:48][CH2:49][CH2:50][C:51](O)=[O:52])[C:39]([O:43][CH3:44])=[CH:40][CH:41]=2)[O:36][C:35](=[O:54])[CH:34]=1.CN1CCOCC1.[NH2:63][CH2:64][C:65]([O:67][CH2:68][CH3:69])=[O:66].Cl.OP([O-])(O)=O.[K+]. Product: [Cl:25][C:26]1[CH:27]=[N:28][CH:29]=[C:30]([Cl:55])[C:31]=1[NH:32][C:33]1[C:42]2[C:37](=[C:38]([O:45][CH2:46][CH2:47][CH2:48][CH2:49][CH2:50][C:51]([NH:63][CH2:64][C:65]([O:67][CH2:68][CH3:69])=[O:66])=[O:52])[C:39]([O:43][CH3:44])=[CH:40][CH:41]=2)[O:36][C:35](=[O:54])[CH:34]=1. The catalyst class is: 3. (7) Reactant: [CH:1]1([C:6]2([CH2:14][CH2:15][C:16]3[CH:21]=[C:20]([F:22])[C:19]([C:23]([CH3:27])([CH3:26])[C:24]#[N:25])=[C:18]([F:28])[CH:17]=3)[CH2:11][C:10]([OH:12])=[CH:9][C:8](=[O:13])[O:7]2)[CH2:5][CH2:4][CH2:3][CH2:2]1.[CH2:29]([C:31]1[CH:32]=[N:33][C:34]2[N:35]([N:37]=[C:38]([CH:40]=O)[N:39]=2)[CH:36]=1)[CH3:30]. Product: [CH:1]1([C:6]2([CH2:14][CH2:15][C:16]3[CH:21]=[C:20]([F:22])[C:19]([C:23]([CH3:26])([CH3:27])[C:24]#[N:25])=[C:18]([F:28])[CH:17]=3)[CH2:11][C:10]([OH:12])=[C:9]([CH2:40][C:38]3[N:39]=[C:34]4[N:33]=[CH:32][C:31]([CH2:29][CH3:30])=[CH:36][N:35]4[N:37]=3)[C:8](=[O:13])[O:7]2)[CH2:5][CH2:4][CH2:3][CH2:2]1. The catalyst class is: 5.